This data is from Reaction yield outcomes from USPTO patents with 853,638 reactions. The task is: Predict the reaction yield, written as a fraction of the theoretical maximum amount of product (1.0 means a 100% yield; for example, 0.34 means a 34% yield). (1) The reactants are [CH3:1][O:2][CH2:3][CH:4]1[CH2:8][N:7]([C:9]([O:11][C:12]([CH3:15])([CH3:14])[CH3:13])=[O:10])[CH:6]([C:16]2[NH:20][C:19]3[C:21]4[C:26]([CH:27]=[CH:28][C:18]=3[N:17]=2)=[CH:25][C:24]2[C:29]3[C:34]([CH2:35][O:36][C:23]=2[CH:22]=4)=[CH:33][C:32](B2OC(C)(C)C(C)(C)O2)=[CH:31][CH:30]=3)[CH2:5]1.Br[C:47]1[NH:51][C:50]([C@@H:52]2[CH2:56][CH2:55][CH2:54][N:53]2[C:57](=[O:68])[C@@H:58]([NH:63][C:64](=[O:67])[O:65][CH3:66])[C@H:59]([O:61][CH3:62])[CH3:60])=[N:49][CH:48]=1.C(=O)([O-])[O-].[K+].[K+]. The catalyst is CS(C)=O.C1C=CC([P]([Pd]([P](C2C=CC=CC=2)(C2C=CC=CC=2)C2C=CC=CC=2)([P](C2C=CC=CC=2)(C2C=CC=CC=2)C2C=CC=CC=2)[P](C2C=CC=CC=2)(C2C=CC=CC=2)C2C=CC=CC=2)(C2C=CC=CC=2)C2C=CC=CC=2)=CC=1.C1C=CC(P(C2C=CC=CC=2)[C-]2C=CC=C2)=CC=1.C1C=CC(P(C2C=CC=CC=2)[C-]2C=CC=C2)=CC=1.Cl[Pd]Cl.[Fe+2]. The product is [CH3:66][O:65][C:64]([NH:63][C@H:58]([C:57]([N:53]1[CH2:54][CH2:55][CH2:56][C@H:52]1[C:50]1[NH:51][C:47]([C:32]2[CH:33]=[C:34]3[CH2:35][O:36][C:23]4[CH:22]=[C:21]5[C:26]([CH:27]=[CH:28][C:18]6[N:17]=[C:16]([C@@H:6]7[CH2:5][C@H:4]([CH2:3][O:2][CH3:1])[CH2:8][N:7]7[C:9]([O:11][C:12]([CH3:13])([CH3:14])[CH3:15])=[O:10])[NH:20][C:19]=65)=[CH:25][C:24]=4[C:29]3=[CH:30][CH:31]=2)=[CH:48][N:49]=1)=[O:68])[C@@H:59]([CH3:60])[O:61][CH3:62])=[O:67]. The yield is 0.630. (2) The reactants are [Cl:1][C:2]1[C:7]([O:8][C:9]2[CH:14]=[CH:13][N:12]=[C:11](Cl)[CH:10]=2)=[CH:6][CH:5]=[C:4]([CH3:16])[N:3]=1.[CH3:17][O:18][C:19]1[CH:20]=[C:21]([CH:23]=[C:24]([O:28][CH3:29])[C:25]=1[O:26][CH3:27])[NH2:22].CC1(C)C2C(=C(P(C3C=CC=CC=3)C3C=CC=CC=3)C=CC=2)OC2C(P(C3C=CC=CC=3)C3C=CC=CC=3)=CC=CC1=2.C([O-])([O-])=O.[Cs+].[Cs+]. The catalyst is CC(N(C)C)=O.CCOC(C)=O.CC([O-])=O.CC([O-])=O.[Pd+2]. The product is [Cl:1][C:2]1[C:7]([O:8][C:9]2[CH:14]=[CH:13][N:12]=[C:11]([NH:22][C:21]3[CH:23]=[C:24]([O:28][CH3:29])[C:25]([O:26][CH3:27])=[C:19]([O:18][CH3:17])[CH:20]=3)[CH:10]=2)=[CH:6][CH:5]=[C:4]([CH3:16])[N:3]=1. The yield is 0.110. (3) The reactants are [CH3:1][C:2]1([CH3:14])[C@@H:4]([C:5]2[CH:10]=[CH:9][CH:8]=[CH:7][CH:6]=2)[C@@H:3]1[C:11]([OH:13])=O.[Cl:15][C:16]1[C:17]([O:25][CH3:26])=[CH:18][C:19]([O:23][CH3:24])=[C:20]([CH:22]=1)[NH2:21]. No catalyst specified. The product is [Cl:15][C:16]1[C:17]([O:25][CH3:26])=[CH:18][C:19]([O:23][CH3:24])=[C:20]([NH:21][C:11]([C@H:3]2[C@H:4]([C:5]3[CH:6]=[CH:7][CH:8]=[CH:9][CH:10]=3)[C:2]2([CH3:1])[CH3:14])=[O:13])[CH:22]=1. The yield is 0.660. (4) The reactants are [CH3:1][O:2][C:3]1[CH:8]=[C:7]([CH3:9])[CH:6]=[CH:5][C:4]=1[CH2:10][NH2:11].CCN(CC)CC.Cl[C:20](=[O:26])[C:21]([O:23]CC)=O.[CH3:27][C:28]1[CH:29]=[CH:30][C:31]([CH2:34][CH2:35][NH2:36])=[N:32][CH:33]=1. The catalyst is CC#N. The product is [CH3:1][O:2][C:3]1[CH:8]=[C:7]([CH3:9])[CH:6]=[CH:5][C:4]=1[CH2:10][NH:11][C:21](=[O:23])[C:20]([NH:36][CH2:35][CH2:34][C:31]1[CH:30]=[CH:29][C:28]([CH3:27])=[CH:33][N:32]=1)=[O:26]. The yield is 0.150. (5) The catalyst is CO. The reactants are [Cl:1][C:2]1[CH:3]=[CH:4][C:5]([CH2:23][O:24][C:25]2[CH:30]=[CH:29][CH:28]=[CH:27][C:26]=2[Cl:31])=[C:6]([CH:22]=1)[C:7]([NH:9][C@H:10]([C:12]1[CH:21]=[CH:20][C:15]([C:16]([O:18]C)=[O:17])=[CH:14][CH:13]=1)[CH3:11])=[O:8].[OH-].[Na+]. The yield is 0.640. The product is [Cl:1][C:2]1[CH:3]=[CH:4][C:5]([CH2:23][O:24][C:25]2[CH:30]=[CH:29][CH:28]=[CH:27][C:26]=2[Cl:31])=[C:6]([CH:22]=1)[C:7]([NH:9][C@H:10]([C:12]1[CH:13]=[CH:14][C:15]([C:16]([OH:18])=[O:17])=[CH:20][CH:21]=1)[CH3:11])=[O:8]. (6) No catalyst specified. The yield is 0.800. The product is [CH2:1]([O:8][C:9]1[N:14]=[C:13]([C:15]([C:16]2[CH:17]=[C:18]([CH:21]=[C:22]([CH3:24])[CH:23]=2)[C:19]#[N:20])=[O:43])[C:12]([CH2:27][CH3:28])=[C:11]([O:29][CH2:30][C:31]2[CH:36]=[CH:35][CH:34]=[CH:33][CH:32]=2)[N:10]=1)[C:2]1[CH:7]=[CH:6][CH:5]=[CH:4][CH:3]=1. The reactants are [CH2:1]([O:8][C:9]1[N:14]=[C:13]([CH:15](C#N)[C:16]2[CH:17]=[C:18]([CH:21]=[C:22]([CH3:24])[CH:23]=2)[C:19]#[N:20])[C:12]([CH2:27][CH3:28])=[C:11]([O:29][CH2:30][C:31]2[CH:36]=[CH:35][CH:34]=[CH:33][CH:32]=2)[N:10]=1)[C:2]1[CH:7]=[CH:6][CH:5]=[CH:4][CH:3]=1.[H-].[Na+].CN(C=[O:43])C.